This data is from Full USPTO retrosynthesis dataset with 1.9M reactions from patents (1976-2016). The task is: Predict the reactants needed to synthesize the given product. (1) Given the product [F:5][C:6]1[CH:11]=[C:10]([N+:1]([O-:4])=[O:2])[CH:9]=[C:8]([F:12])[C:7]=1[OH:13], predict the reactants needed to synthesize it. The reactants are: [N+:1]([O-:4])(O)=[O:2].[F:5][C:6]1[CH:11]=[CH:10][CH:9]=[C:8]([F:12])[C:7]=1[OH:13]. (2) Given the product [F:15][C:2]([F:1])([F:14])[C:3]1[NH:13][C:6]2=[N:7][CH:8]=[C:9]([CH2:11][NH2:12])[CH:10]=[C:5]2[CH:4]=1, predict the reactants needed to synthesize it. The reactants are: [F:1][C:2]([F:15])([F:14])[C:3]1[NH:13][C:6]2=[N:7][CH:8]=[C:9]([C:11]#[N:12])[CH:10]=[C:5]2[CH:4]=1.CO.